Dataset: Forward reaction prediction with 1.9M reactions from USPTO patents (1976-2016). Task: Predict the product of the given reaction. (1) Given the reactants [CH3:1][N:2]1[C:6](OS(C(F)(F)F)(=O)=O)=[CH:5][C:4]([C:15]2[CH:16]=[N:17][CH:18]=[CH:19][CH:20]=2)=[N:3]1.CC1(C)C(C)(C)OB([C:29]2[CH:30]=[C:31]3[C:35](=[CH:36][CH:37]=2)[NH:34][C:33](=[O:38])[CH2:32]3)O1, predict the reaction product. The product is: [CH3:1][N:2]1[C:6]([C:29]2[CH:30]=[C:31]3[C:35](=[CH:36][CH:37]=2)[NH:34][C:33](=[O:38])[CH2:32]3)=[CH:5][C:4]([C:15]2[CH:16]=[N:17][CH:18]=[CH:19][CH:20]=2)=[N:3]1. (2) Given the reactants [CH2:1]([N:3]1[CH2:8][CH2:7][N:6]([CH2:9][C:10]2[CH:11]=[C:12]([NH:20][C:21](=[O:31])[C:22]3[CH:27]=[CH:26][CH:25]=[CH:24][C:23]=3[N+:28]([O-])=O)[CH:13]=[C:14]([C:16]([F:19])([F:18])[F:17])[CH:15]=2)[CH2:5][CH2:4]1)[CH3:2], predict the reaction product. The product is: [NH2:28][C:23]1[CH:24]=[CH:25][CH:26]=[CH:27][C:22]=1[C:21]([NH:20][C:12]1[CH:13]=[C:14]([C:16]([F:17])([F:18])[F:19])[CH:15]=[C:10]([CH2:9][N:6]2[CH2:5][CH2:4][N:3]([CH2:1][CH3:2])[CH2:8][CH2:7]2)[CH:11]=1)=[O:31].